This data is from Reaction yield outcomes from USPTO patents with 853,638 reactions. The task is: Predict the reaction yield, written as a fraction of the theoretical maximum amount of product (1.0 means a 100% yield; for example, 0.34 means a 34% yield). (1) The reactants are [NH2:1][CH2:2][CH2:3][NH:4][C@@H:5]([C@@H:13]([CH3:16])[CH2:14][CH3:15])[C:6]([O:8][C:9]([CH3:12])([CH3:11])[CH3:10])=[O:7].[CH3:17][C:18]1[N:25]=[CH:24][CH:23]=[CH:22][C:19]=1[CH:20]=O.[O-]S([O-])(=O)=O.[Mg+2].[BH4-].[Na+].[C:34](=O)(OC1C=CC([N+]([O-])=O)=CC=1)[O:35]C1C=CC([N+]([O-])=O)=CC=1. The catalyst is ClCCl.CO.ClCCCl. The product is [CH3:16][C@@H:13]([CH2:14][CH3:15])[C@H:5]([N:4]1[CH2:3][CH2:2][N:1]([CH2:20][C:19]2[C:18]([CH3:17])=[N:25][CH:24]=[CH:23][CH:22]=2)[C:34]1=[O:35])[C:6]([O:8][C:9]([CH3:10])([CH3:11])[CH3:12])=[O:7]. The yield is 0.600. (2) The reactants are C1(C)C=CC=CC=1.Br[C:9]1[CH:13]=[CH:12][O:11][CH:10]=1.[CH:14]([C:16]1[CH:17]=[C:18](B(O)O)[CH:19]=[CH:20][CH:21]=1)=[O:15].C([O-])([O-])=O.[K+].[K+]. The catalyst is C1C=CC([P]([Pd]([P](C2C=CC=CC=2)(C2C=CC=CC=2)C2C=CC=CC=2)([P](C2C=CC=CC=2)(C2C=CC=CC=2)C2C=CC=CC=2)[P](C2C=CC=CC=2)(C2C=CC=CC=2)C2C=CC=CC=2)(C2C=CC=CC=2)C2C=CC=CC=2)=CC=1.O.CN(C=O)C. The product is [O:11]1[CH:12]=[CH:13][C:9]([C:20]2[CH:21]=[C:16]([CH:17]=[CH:18][CH:19]=2)[CH:14]=[O:15])=[CH:10]1. The yield is 0.100.